From a dataset of Catalyst prediction with 721,799 reactions and 888 catalyst types from USPTO. Predict which catalyst facilitates the given reaction. Reactant: [F:1][C:2]1[CH:7]=[C:6]([CH:8]([CH3:19])[C:9]([O:11]CC2C=CC=CC=2)=[O:10])[CH:5]=[CH:4][C:3]=1[C:20]1[CH:25]=[CH:24][C:23]([NH:26][C:27](=[O:67])[CH2:28][O:29][C:30]2[CH:35]=[CH:34][C:33]([C:36](=[O:66])[C:37]3[CH:42]=[CH:41][C:40]([O:43][CH2:44][C:45](=[O:65])[NH:46][CH2:47][CH2:48][NH:49][C:50](=[O:64])[CH2:51][CH2:52][CH2:53][CH2:54][CH:55]4[CH:62]5[CH:58]([NH:59][C:60](=[O:63])[NH:61]5)[CH2:57][S:56]4)=[CH:39][CH:38]=3)=[CH:32][CH:31]=2)=[CH:22][CH:21]=1. Product: [F:1][C:2]1[CH:7]=[C:6]([CH:8]([CH3:19])[C:9]([OH:11])=[O:10])[CH:5]=[CH:4][C:3]=1[C:20]1[CH:25]=[CH:24][C:23]([NH:26][C:27](=[O:67])[CH2:28][O:29][C:30]2[CH:35]=[CH:34][C:33]([C:36](=[O:66])[C:37]3[CH:42]=[CH:41][C:40]([O:43][CH2:44][C:45](=[O:65])[NH:46][CH2:47][CH2:48][NH:49][C:50](=[O:64])[CH2:51][CH2:52][CH2:53][CH2:54][C@@H:55]4[C@H:62]5[C@H:58]([NH:59][C:60](=[O:63])[NH:61]5)[CH2:57][S:56]4)=[CH:39][CH:38]=3)=[CH:32][CH:31]=2)=[CH:22][CH:21]=1. The catalyst class is: 19.